This data is from Catalyst prediction with 721,799 reactions and 888 catalyst types from USPTO. The task is: Predict which catalyst facilitates the given reaction. (1) Reactant: [F:1][C:2]1[CH:7]=[CH:6][C:5]([N:8]2[C:12]([C:13]3[CH:23]=[CH:22][C:16]4[O:17][CH2:18][C:19](=[O:21])[NH:20][C:15]=4[CH:14]=3)=[CH:11][C:10]([CH:24](O)[CH3:25])=[N:9]2)=[CH:4][CH:3]=1.C(N(S(F)(F)[F:33])CC)C.C([O-])(O)=O.[Na+]. Product: [F:33][CH:24]([C:10]1[CH:11]=[C:12]([C:13]2[CH:23]=[CH:22][C:16]3[O:17][CH2:18][C:19](=[O:21])[NH:20][C:15]=3[CH:14]=2)[N:8]([C:5]2[CH:4]=[CH:3][C:2]([F:1])=[CH:7][CH:6]=2)[N:9]=1)[CH3:25]. The catalyst class is: 2. (2) Reactant: [NH:1]1[C:9]2[C:4](=[CH:5][C:6]([C:10]([O:12][CH3:13])=[O:11])=[CH:7][CH:8]=2)[CH:3]=[CH:2]1.[H-].[Na+].I[CH3:17]. Product: [CH3:13][O:12][C:10]([C:6]1[CH:5]=[C:4]2[C:9](=[CH:8][CH:7]=1)[N:1]([CH3:17])[CH:2]=[CH:3]2)=[O:11]. The catalyst class is: 3. (3) Reactant: Cl[C:2]1[CH:7]=[CH:6][N:5]=[CH:4][C:3]=1[N+:8]([O-:10])=[O:9].[Cl:11][C:12]1[CH:17]=[CH:16][C:15](B(O)O)=[CH:14][CH:13]=1.C(=O)([O-])[O-].[K+].[K+]. Product: [Cl:11][C:12]1[CH:17]=[CH:16][C:15]([C:2]2[CH:7]=[CH:6][N:5]=[CH:4][C:3]=2[N+:8]([O-:10])=[O:9])=[CH:14][CH:13]=1. The catalyst class is: 564. (4) Product: [C:1]([O:5][C:6]([N:8]1[CH2:13][CH2:12][N:11]([CH2:15][CH:17]2[CH2:19][CH2:18]2)[CH2:10][CH2:9]1)=[O:7])([CH3:4])([CH3:2])[CH3:3]. The catalyst class is: 559. Reactant: [C:1]([O:5][C:6]([N:8]1[CH2:13][CH2:12][NH:11][CH2:10][CH2:9]1)=[O:7])([CH3:4])([CH3:3])[CH3:2].O.[CH:15]([CH:17]1[CH2:19][CH2:18]1)=O.C([BH3-])#N.[Na+]. (5) Reactant: [OH-].[Na+].[O:3]=[C:4]1[CH:8]([C:9]([O:11]CC)=[O:10])[CH:7]([C:14]2[CH:19]=[CH:18][CH:17]=[CH:16][CH:15]=2)[CH2:6][NH:5]1.Cl. Product: [O:3]=[C:4]1[CH:8]([C:9]([OH:11])=[O:10])[CH:7]([C:14]2[CH:19]=[CH:18][CH:17]=[CH:16][CH:15]=2)[CH2:6][NH:5]1. The catalyst class is: 5. (6) Reactant: [CH3:1][O:2][C:3]1[CH:8]=[CH:7][C:6]([N:9]=[C:10]=[O:11])=[CH:5][CH:4]=1.[NH2:12][C:13]1[CH:14]=[C:15]([B:22]([OH:24])[OH:23])[CH:16]=[C:17]([C:19]([OH:21])=O)[CH:18]=1.[CH:25]([NH2:28])([CH3:27])[CH3:26].CCN(C(C)C)C(C)C. Product: [CH:25]([NH:28][C:19]([C:17]1[CH:18]=[C:13]([NH:12][C:10]([NH:9][C:6]2[CH:5]=[CH:4][C:3]([O:2][CH3:1])=[CH:8][CH:7]=2)=[O:11])[CH:14]=[C:15]([B:22]([OH:24])[OH:23])[CH:16]=1)=[O:21])([CH3:27])[CH3:26]. The catalyst class is: 25.